This data is from Peptide-MHC class I binding affinity with 185,985 pairs from IEDB/IMGT. The task is: Regression. Given a peptide amino acid sequence and an MHC pseudo amino acid sequence, predict their binding affinity value. This is MHC class I binding data. (1) The peptide sequence is QEAYEQAVA. The MHC is HLA-B45:01 with pseudo-sequence HLA-B45:01. The binding affinity (normalized) is 0.750. (2) The peptide sequence is YELDLWGKI. The MHC is HLA-B08:02 with pseudo-sequence HLA-B08:02. The binding affinity (normalized) is 0.0847. (3) The peptide sequence is RRAARAEYL. The MHC is HLA-A02:03 with pseudo-sequence HLA-A02:03. The binding affinity (normalized) is 0. (4) The peptide sequence is FLRGRAYGL. The MHC is HLA-A01:01 with pseudo-sequence HLA-A01:01. The binding affinity (normalized) is 0. (5) The peptide sequence is IGRGKNHAR. The MHC is HLA-B08:01 with pseudo-sequence HLA-B08:01. The binding affinity (normalized) is 0.0847.